This data is from Reaction yield outcomes from USPTO patents with 853,638 reactions. The task is: Predict the reaction yield, written as a fraction of the theoretical maximum amount of product (1.0 means a 100% yield; for example, 0.34 means a 34% yield). The reactants are C([O-])([O-])=O.[Na+].[Na+].[NH2:7][C:8]1[CH:16]=[C:15]([Cl:17])[CH:14]=[CH:13][C:9]=1[C:10]([OH:12])=[O:11].[Cl:18][C:19]1[CH:24]=[CH:23][C:22]([S:25](Cl)(=[O:27])=[O:26])=[CH:21][C:20]=1[C:29]([F:32])([F:31])[F:30].Cl. The catalyst is O.O1CCOCC1. The product is [Cl:17][C:15]1[CH:14]=[CH:13][C:9]([C:10]([OH:12])=[O:11])=[C:8]([NH:7][S:25]([C:22]2[CH:23]=[CH:24][C:19]([Cl:18])=[C:20]([C:29]([F:32])([F:30])[F:31])[CH:21]=2)(=[O:27])=[O:26])[CH:16]=1. The yield is 0.650.